From a dataset of Reaction yield outcomes from USPTO patents with 853,638 reactions. Predict the reaction yield, written as a fraction of the theoretical maximum amount of product (1.0 means a 100% yield; for example, 0.34 means a 34% yield). (1) The reactants are [CH:1]([C:4]1[CH:5]=[C:6]([CH:10]=[CH:11][CH:12]=1)[C:7]([NH2:9])=O)([CH3:3])[CH3:2].O=P(Cl)(Cl)Cl. No catalyst specified. The product is [CH:1]([C:4]1[CH:5]=[C:6]([CH:10]=[CH:11][CH:12]=1)[C:7]#[N:9])([CH3:3])[CH3:2]. The yield is 0.800. (2) The reactants are [CH3:1][C:2]1[CH:23]=[CH:22][CH:21]=[C:20]([CH3:24])[C:3]=1[CH2:4][NH:5][C:6]1[C:14]2[N:13]=[C:12]([CH3:15])[N:11]([CH3:16])[C:10]=2[CH:9]=[C:8]([C:17](O)=[O:18])[CH:7]=1.C[N:26](C)C=O. The catalyst is O1CCCC1. The product is [CH3:1][C:2]1[CH:23]=[CH:22][CH:21]=[C:20]([CH3:24])[C:3]=1[CH2:4][NH:5][C:6]1[C:14]2[N:13]=[C:12]([CH3:15])[N:11]([CH3:16])[C:10]=2[CH:9]=[C:8]([C:17]([NH2:26])=[O:18])[CH:7]=1. The yield is 0.340. (3) The reactants are [NH:1]1[C:5]2=[N:6][CH:7]=[CH:8][CH:9]=[C:4]2[C:3]([C:10]([O:12][CH3:13])=[O:11])=[N:2]1.C([O-])(=O)C.[Na+].[Br:19]Br.O. The catalyst is C(O)(=O)C. The product is [Br:19][C:8]1[CH:9]=[C:4]2[C:3]([C:10]([O:12][CH3:13])=[O:11])=[N:2][NH:1][C:5]2=[N:6][CH:7]=1. The yield is 0.300.